From a dataset of Catalyst prediction with 721,799 reactions and 888 catalyst types from USPTO. Predict which catalyst facilitates the given reaction. (1) Reactant: [OH:1][CH2:2][CH2:3][C:4]1[CH:9]=[CH:8][C:7]([C@@H:10]([N:12]2[CH2:17][CH2:16][C@:15]([CH2:24][CH2:25][CH2:26][O:27][CH2:28][C:29]3[CH:34]=[CH:33][C:32]([O:35][CH3:36])=[CH:31][CH:30]=3)([C:18]3[CH:23]=[CH:22][CH:21]=[CH:20][CH:19]=3)[O:14][C:13]2=[O:37])[CH3:11])=[CH:6][CH:5]=1.CC(C)=[O:40].OS(O)(=O)=O.O=[Cr](=O)=O. Product: [CH3:36][O:35][C:32]1[CH:31]=[CH:30][C:29]([CH2:28][O:27][CH2:26][CH2:25][CH2:24][C@@:15]2([C:18]3[CH:23]=[CH:22][CH:21]=[CH:20][CH:19]=3)[O:14][C:13](=[O:37])[N:12]([C@H:10]([C:7]3[CH:8]=[CH:9][C:4]([CH2:3][C:2]([OH:40])=[O:1])=[CH:5][CH:6]=3)[CH3:11])[CH2:17][CH2:16]2)=[CH:34][CH:33]=1. The catalyst class is: 21. (2) Reactant: [F:1][C:2]1[CH:7]=[CH:6][C:5]([C@@H:8]([NH:10][C:11]2[S:12][C:13]([C:18]3[CH:26]=[CH:25][C:21]([C:22](O)=[O:23])=[CH:20][CH:19]=3)([CH3:17])[C:14](=[O:16])[N:15]=2)[CH3:9])=[CH:4][CH:3]=1.S(Cl)([Cl:29])=O. Product: [F:1][C:2]1[CH:7]=[CH:6][C:5]([C@@H:8]([NH:10][C:11]2[S:12][C:13]([C:18]3[CH:26]=[CH:25][C:21]([C:22]([Cl:29])=[O:23])=[CH:20][CH:19]=3)([CH3:17])[C:14](=[O:16])[N:15]=2)[CH3:9])=[CH:4][CH:3]=1. The catalyst class is: 59. (3) Reactant: [NH2:1][CH2:2][C@@H:3]1[O:7][C:6](=[O:8])[N:5]([C:9]2[CH:14]=[CH:13][C:12]([C:15]([NH2:17])=[O:16])=[C:11]([F:18])[CH:10]=2)[CH2:4]1.C(N(CC)CC)C.[C:26](SCC)(=[S:28])[CH3:27].CN(C=O)C. Product: [C:26]([NH:1][CH2:2][C@@H:3]1[O:7][C:6](=[O:8])[N:5]([C:9]2[CH:14]=[CH:13][C:12]([C:15]([NH2:17])=[O:16])=[C:11]([F:18])[CH:10]=2)[CH2:4]1)(=[S:28])[CH3:27]. The catalyst class is: 10. (4) Reactant: Cl[C:2]1[CH:3]=[CH:4][C:5]([N+:9]([O-:11])=[O:10])=[C:6]([CH:8]=1)[NH2:7].[CH3:12][O:13][CH2:14][CH2:15][NH2:16].C(=O)([O-])[O-].[K+].[K+].O. Product: [CH3:12][O:13][CH2:14][CH2:15][NH:16][C:2]1[CH:3]=[CH:4][C:5]([N+:9]([O-:11])=[O:10])=[C:6]([NH2:7])[CH:8]=1. The catalyst class is: 80. (5) The catalyst class is: 870. Product: [NH:30]1[CH:2]=[C:1]([C:3]2[CH:4]=[C:5]3[N:11]=[CH:10][N:9]([C:12]4[CH:13]=[C:14]([NH:26][C:27](=[O:29])[CH3:28])[CH:15]=[C:16]([C:18]5[CH:23]=[CH:22][C:21]([F:24])=[CH:20][C:19]=5[F:25])[CH:17]=4)[C:6]3=[N:7][CH:8]=2)[N:32]=[N:31]1. Reactant: [C:1]([C:3]1[CH:4]=[C:5]2[N:11]=[CH:10][N:9]([C:12]3[CH:13]=[C:14]([NH:26][C:27](=[O:29])[CH3:28])[CH:15]=[C:16]([C:18]4[CH:23]=[CH:22][C:21]([F:24])=[CH:20][C:19]=4[F:25])[CH:17]=3)[C:6]2=[N:7][CH:8]=1)#[CH:2].[N-:30]=[N+:31]=[N-:32].[Na+]. (6) Reactant: [CH:1]1[N:2]=[CH:3][N:4]2[C:9]=1[CH2:8][CH2:7][NH:6][C:5]2=[O:10].[CH2:11]([I:13])[CH3:12]. Product: [I-:13].[CH2:11]([N+:2]1[CH:1]=[C:9]2[N:4]([C:5](=[O:10])[NH:6][CH2:7][CH2:8]2)[CH:3]=1)[CH3:12]. The catalyst class is: 10. (7) Reactant: [NH2:1][C:2]1[C:11]2[C:6](=[CH:7][CH:8]=[C:9]([C:12]([OH:14])=O)[CH:10]=2)[N:5]=[C:4]([CH3:15])[CH:3]=1.C(OC([NH:23][C:24]1[CH:30]=[CH:29][C:27]([NH2:28])=[CH:26][CH:25]=1)=O)(C)(C)C.C(N(CC)CC)C.CN([P+](ON1N=NC2C=CC=CC1=2)(N(C)C)N(C)C)C.F[P-](F)(F)(F)(F)F. Product: [NH2:1][C:2]1[C:11]2[C:6](=[CH:7][CH:8]=[C:9]([C:12]([NH:23][C:24]3[CH:30]=[CH:29][C:27]([NH2:28])=[CH:26][CH:25]=3)=[O:14])[CH:10]=2)[N:5]=[C:4]([CH3:15])[CH:3]=1. The catalyst class is: 3.